From a dataset of Experimentally validated miRNA-target interactions with 360,000+ pairs, plus equal number of negative samples. Binary Classification. Given a miRNA mature sequence and a target amino acid sequence, predict their likelihood of interaction. (1) The miRNA is hsa-miR-92a-3p with sequence UAUUGCACUUGUCCCGGCCUGU. The protein sequence of the target gene is MGDWMTVTDPGLSSESKTISQYTSETKMSPSSLYSQQVLCSSIPLSKNVHSFFSAFCTEDNIEQSISYLDQELTTFGFPSLYEESKGKETKRELNIVAVLNCMNELLVLQRKNLLAQENVETQNLKLGSDMDHLQSCYSKLKEQLETSRREMIGLQERDRQLQCKNRNLHQLLKNEKDEVQKLQNIIASRATQYNHDMKRKEREYNKLKERLHQLVMNKKDKKIAMDILNYVGRADGKRGSWRTGKTEARNEDEMYKILLNDYEYRQKQILMENAELKKVLQQMKKEMISLLSPQKKKPR.... Result: 1 (interaction). (2) The miRNA is hsa-miR-3136-3p with sequence UGGCCCAACCUAUUCAGUUAGU. The protein sequence of the target gene is MAPSLWKGLVGIGLFALAHAAFSAAQHRSYMRLTEKEDESLPIDIVLQTLLAFAVTCYGIVHIAGEFKDMDATSELKNKTFDTLRNHPSFYVFNHRGRVLFRPSDTANSSNQDALSSNTSLKLRKLESLRR. Result: 0 (no interaction).